This data is from Forward reaction prediction with 1.9M reactions from USPTO patents (1976-2016). The task is: Predict the product of the given reaction. (1) Given the reactants [N+:1]([C:4]1[CH:16]=[CH:15][C:7]([C:8]([NH:10][CH:11]2[CH2:14][O:13][CH2:12]2)=[O:9])=[CH:6][CH:5]=1)([O-])=O.CO.CC1CCCO1, predict the reaction product. The product is: [NH2:1][C:4]1[CH:16]=[CH:15][C:7]([C:8]([NH:10][CH:11]2[CH2:14][O:13][CH2:12]2)=[O:9])=[CH:6][CH:5]=1. (2) Given the reactants [Br:1][C:2]1[CH:3]=[C:4]2[C:9](=[CH:10][CH:11]=1)[N:8]([C:12](=[O:14])[CH3:13])[C@@H:7]([CH3:15])[CH2:6][NH:5]2.Cl[C:17]([O:19][CH:20]1[CH2:24][CH2:23][CH2:22][CH2:21]1)=[O:18].C(N1C2C(=CC(Br)=CC=2)N(C(OC(C)C)=O)C[C@@H]1C)(=O)C, predict the reaction product. The product is: [C:12]([N:8]1[C:9]2[C:4](=[CH:3][C:2]([Br:1])=[CH:11][CH:10]=2)[N:5]([C:17]([O:19][CH:20]2[CH2:24][CH2:23][CH2:22][CH2:21]2)=[O:18])[CH2:6][C@@H:7]1[CH3:15])(=[O:14])[CH3:13]. (3) Given the reactants [C:1]([O:5][C:6](=[O:24])[CH2:7][CH2:8][N:9]([CH2:20][CH2:21][CH2:22][CH3:23])[C:10]1[C:15]([N+:16]([O-])=O)=[CH:14][N:13]=[C:12]([Cl:19])[N:11]=1)([CH3:4])([CH3:3])[CH3:2].[H][H], predict the reaction product. The product is: [C:1]([O:5][C:6](=[O:24])[CH2:7][CH2:8][N:9]([C:10]1[C:15]([NH2:16])=[CH:14][N:13]=[C:12]([Cl:19])[N:11]=1)[CH2:20][CH2:21][CH2:22][CH3:23])([CH3:2])([CH3:3])[CH3:4]. (4) Given the reactants [CH3:1][C:2]1[O:6][N:5]=[C:4]([CH2:7][N:8]2[C:16]3[C:11](=[CH:12][CH:13]=[CH:14][CH:15]=3)[C:10]([C:17]([O:19]C)=[O:18])=[N:9]2)[CH:3]=1.[OH-].[Na+], predict the reaction product. The product is: [CH3:1][C:2]1[O:6][N:5]=[C:4]([CH2:7][N:8]2[C:16]3[C:11](=[CH:12][CH:13]=[CH:14][CH:15]=3)[C:10]([C:17]([OH:19])=[O:18])=[N:9]2)[CH:3]=1.